This data is from Reaction yield outcomes from USPTO patents with 853,638 reactions. The task is: Predict the reaction yield, written as a fraction of the theoretical maximum amount of product (1.0 means a 100% yield; for example, 0.34 means a 34% yield). The reactants are C(=O)([O-])[O-].Cl.[NH:6]([C:8]1[C:9]([CH3:14])=[N:10][CH:11]=[CH:12][CH:13]=1)[NH2:7].C(O[CH:18]=[C:19]([C:22]#[N:23])[C:20]#[N:21])C. The catalyst is C(Cl)Cl.CO. The product is [NH2:23][C:22]1[N:6]([C:8]2[C:9]([CH3:14])=[N:10][CH:11]=[CH:12][CH:13]=2)[N:7]=[CH:18][C:19]=1[C:20]#[N:21]. The yield is 0.465.